This data is from Full USPTO retrosynthesis dataset with 1.9M reactions from patents (1976-2016). The task is: Predict the reactants needed to synthesize the given product. (1) The reactants are: [F:1][C:2]1[C:3]([C:9]#[N:10])=[N:4][CH:5]=[C:6](I)[CH:7]=1.[Cl-].[F:12][C:13]1[CH:20]=[CH:19][C:16]([CH2:17][Zn+])=[CH:15][CH:14]=1.O.C(OCC)(=O)C. Given the product [F:1][C:2]1[C:3]([C:9]#[N:10])=[N:4][CH:5]=[C:6]([CH2:17][C:16]2[CH:19]=[CH:20][C:13]([F:12])=[CH:14][CH:15]=2)[CH:7]=1, predict the reactants needed to synthesize it. (2) Given the product [Cl:1][C:2]1[CH:3]=[C:4]([N:10]2[C:18]3[CH:17]=[CH:16][CH:15]=[C:14]([OH:19])[C:13]=3[CH:12]=[N:11]2)[CH:5]=[CH:6][C:7]=1[OH:8], predict the reactants needed to synthesize it. The reactants are: [Cl:1][C:2]1[CH:3]=[C:4]([N:10]2[C:18]3[C:13](=[C:14]([O:19]CC4C=CC=CC=4)[CH:15]=[CH:16][CH:17]=3)[CH:12]=[N:11]2)[CH:5]=[CH:6][C:7]=1[O:8]C.B(Br)(Br)Br. (3) Given the product [OH:20][C:9]1[C:8](=[O:19])[C:3]2[C:2](=[CH:7][CH:6]=[CH:5][CH:4]=2)[O:1][C:10]=1[C:11]1[CH:16]=[CH:15][CH:14]=[CH:13][C:12]=1[O:17][CH3:18], predict the reactants needed to synthesize it. The reactants are: [OH:1][C:2]1[CH:7]=[CH:6][CH:5]=[CH:4][C:3]=1[C:8](=[O:19])/[CH:9]=[CH:10]/[C:11]1[CH:16]=[CH:15][CH:14]=[CH:13][C:12]=1[O:17][CH3:18].[OH:20]O.